Dataset: Catalyst prediction with 721,799 reactions and 888 catalyst types from USPTO. Task: Predict which catalyst facilitates the given reaction. (1) Reactant: [CH:1]1[CH:2]=[CH:3][C:4]([O:7][C:8]2[C:9]([N:21]3[CH2:25][CH2:24][CH2:23][CH2:22]3)=[CH:10][C:11]([C:18]([OH:20])=[O:19])=[CH:12][C:13]=2[S:14]([NH2:17])(=[O:16])=[O:15])=[CH:5][CH:6]=1.Cl.[CH3:27][N:28]([CH3:33])[CH2:29][CH2:30][CH2:31]Cl.C(N(CC)CC)C.[I-].[Na+]. Product: [NH2:17][S:14]([C:13]1[CH:12]=[C:11]([CH:10]=[C:9]([N:21]2[CH2:22][CH2:23][CH2:24][CH2:25]2)[C:8]=1[O:7][C:4]1[CH:5]=[CH:6][CH:1]=[CH:2][CH:3]=1)[C:18]([O:20][CH2:31][CH2:30][CH2:29][N:28]([CH3:33])[CH3:27])=[O:19])(=[O:16])=[O:15]. The catalyst class is: 9. (2) Reactant: C([N:8]1[CH2:27][CH2:26][C:11]2[N:12]=[CH:13][N:14]=[C:15]([NH:16][CH2:17][C:18]3[CH:19]=[N:20][C:21]([O:24][CH3:25])=[CH:22][CH:23]=3)[C:10]=2[CH2:9]1)C1C=CC=CC=1. Product: [CH3:25][O:24][C:21]1[N:20]=[CH:19][C:18]([CH2:17][NH:16][C:15]2[C:10]3[CH2:9][NH:8][CH2:27][CH2:26][C:11]=3[N:12]=[CH:13][N:14]=2)=[CH:23][CH:22]=1. The catalyst class is: 43. (3) Reactant: [CH2:1]([N:5]1[C:9]([CH2:10]O)=[C:8]([C:12]2[CH:17]=[CH:16][CH:15]=[CH:14][CH:13]=2)[NH:7][CH:6]1[I:18])[CH2:2][CH2:3][CH3:4].O=S(Cl)Cl.C(N)C1C=[CH:31][C:30]2[O:29][CH2:28][O:27][C:26]=2C=1.C[N:35](C=O)C. Product: [O:29]1[C:30]([CH2:31][NH:35][CH2:10][C:9]2[N:5]([CH2:1][CH2:2][CH2:3][CH3:4])[CH:6]([I:18])[NH:7][C:8]=2[C:12]2[CH:17]=[CH:16][CH:15]=[CH:14][CH:13]=2)=[CH:26][O:27][CH2:28]1. The catalyst class is: 2.